Dataset: NCI-60 drug combinations with 297,098 pairs across 59 cell lines. Task: Regression. Given two drug SMILES strings and cell line genomic features, predict the synergy score measuring deviation from expected non-interaction effect. (1) Drug 1: CC1OCC2C(O1)C(C(C(O2)OC3C4COC(=O)C4C(C5=CC6=C(C=C35)OCO6)C7=CC(=C(C(=C7)OC)O)OC)O)O. Drug 2: C(=O)(N)NO. Cell line: MALME-3M. Synergy scores: CSS=16.4, Synergy_ZIP=-4.33, Synergy_Bliss=-0.440, Synergy_Loewe=-12.7, Synergy_HSA=-0.318. (2) Drug 1: CCCCC(=O)OCC(=O)C1(CC(C2=C(C1)C(=C3C(=C2O)C(=O)C4=C(C3=O)C=CC=C4OC)O)OC5CC(C(C(O5)C)O)NC(=O)C(F)(F)F)O. Drug 2: C1C(C(OC1N2C=NC(=NC2=O)N)CO)O. Cell line: PC-3. Synergy scores: CSS=44.3, Synergy_ZIP=-7.38, Synergy_Bliss=-8.99, Synergy_Loewe=-5.42, Synergy_HSA=-6.03. (3) Cell line: HCC-2998. Drug 2: C1=NC2=C(N1)C(=S)N=CN2. Synergy scores: CSS=22.2, Synergy_ZIP=-7.56, Synergy_Bliss=-0.502, Synergy_Loewe=-5.66, Synergy_HSA=-1.12. Drug 1: C1CN1P(=S)(N2CC2)N3CC3.